From a dataset of Forward reaction prediction with 1.9M reactions from USPTO patents (1976-2016). Predict the product of the given reaction. (1) Given the reactants N1C(C)=CC=CC=1C.[F:19][C:18]([F:21])([F:20])[S:15](O[S:15]([C:18]([F:21])([F:20])[F:19])(=[O:17])=[O:16])(=[O:17])=[O:16].[S:24]1[C:28]2[CH:29]=[CH:30][CH:31]=[CH:32][C:27]=2[CH:26]=[C:25]1[CH2:33][C:34]1[CH:35]=[CH:36][C:37](O)=[C:38]([C@@H:40]2[O:69][C@H:68]([CH2:70][O:71][CH2:72][C:73]3[CH:78]=[CH:77][CH:76]=[CH:75][CH:74]=3)[C@@H:59]([O:60][CH2:61][C:62]3[CH:67]=[CH:66][CH:65]=[CH:64][CH:63]=3)[C@H:50]([O:51][CH2:52][C:53]3[CH:58]=[CH:57][CH:56]=[CH:55][CH:54]=3)[C@H:41]2[O:42][CH2:43][C:44]2[CH:49]=[CH:48][CH:47]=[CH:46][CH:45]=2)[CH:39]=1.C(=O)(O)[O-].[Na+], predict the reaction product. The product is: [S:24]1[C:28]2[CH:29]=[CH:30][CH:31]=[CH:32][C:27]=2[CH:26]=[C:25]1[CH2:33][C:34]1[CH:35]=[CH:36][C:37]([S:15]([C:18]([F:19])([F:20])[F:21])(=[O:16])=[O:17])=[C:38]([C@@H:40]2[O:69][C@H:68]([CH2:70][O:71][CH2:72][C:73]3[CH:78]=[CH:77][CH:76]=[CH:75][CH:74]=3)[C@@H:59]([O:60][CH2:61][C:62]3[CH:63]=[CH:64][CH:65]=[CH:66][CH:67]=3)[C@H:50]([O:51][CH2:52][C:53]3[CH:58]=[CH:57][CH:56]=[CH:55][CH:54]=3)[C@H:41]2[O:42][CH2:43][C:44]2[CH:45]=[CH:46][CH:47]=[CH:48][CH:49]=2)[CH:39]=1. (2) Given the reactants [CH3:1][Mg]Br.[Cl:4][C:5]1[N:6]=[CH:7][N:8]([C:10]2[CH:15]=[CH:14][C:13]([NH:16][C:17]3[N:38]=[C:20]4[CH:21]([C:27]5[CH:32]=[CH:31][C:30]([O:33][C:34]([F:37])([F:36])[F:35])=[CH:29][CH:28]=5)[CH2:22][C:23](=[O:26])[CH2:24][CH2:25][N:19]4[N:18]=3)=[CH:12][C:11]=2[O:39][CH3:40])[CH:9]=1, predict the reaction product. The product is: [Cl:4][C:5]1[N:6]=[CH:7][N:8]([C:10]2[CH:15]=[CH:14][C:13]([NH:16][C:17]3[N:38]=[C:20]4[C@@H:21]([C:27]5[CH:28]=[CH:29][C:30]([O:33][C:34]([F:37])([F:36])[F:35])=[CH:31][CH:32]=5)[CH2:22][C@@:23]([CH3:1])([OH:26])[CH2:24][CH2:25][N:19]4[N:18]=3)=[CH:12][C:11]=2[O:39][CH3:40])[CH:9]=1. (3) Given the reactants Br[CH2:2][C:3]1[O:7][N:6]=[C:5]([C:8]([NH:10][CH2:11][CH2:12][C:13]2[C:21]3[C:16](=[CH:17][CH:18]=[C:19]([Cl:22])[CH:20]=3)[NH:15][CH:14]=2)=[O:9])[CH:4]=1.[F:23][C:24]1[CH:25]=[C:26](B(O)O)[CH:27]=[CH:28][C:29]=1[F:30].C(=O)([O-])[O-].[Na+].[Na+], predict the reaction product. The product is: [Cl:22][C:19]1[CH:20]=[C:21]2[C:16](=[CH:17][CH:18]=1)[NH:15][CH:14]=[C:13]2[CH2:12][CH2:11][NH:10][C:8]([C:5]1[CH:4]=[C:3]([CH2:2][C:27]2[CH:26]=[CH:25][C:24]([F:23])=[C:29]([F:30])[CH:28]=2)[O:7][N:6]=1)=[O:9]. (4) Given the reactants [CH:1]1([N:4]2[CH2:27][CH2:26][C:7]3[N:8]([CH2:16][C:17]([C:20]4[CH:25]=[CH:24][N:23]=[CH:22][CH:21]=4)(O)[CH3:18])[C:9]4[CH:10]=[CH:11][C:12]([CH3:15])=[CH:13][C:14]=4[C:6]=3[CH2:5]2)[CH2:3][CH2:2]1, predict the reaction product. The product is: [CH:1]1([N:4]2[CH2:27][CH2:26][C:7]3[N:8](/[CH:16]=[C:17](/[C:20]4[CH:21]=[CH:22][N:23]=[CH:24][CH:25]=4)\[CH3:18])[C:9]4[CH:10]=[CH:11][C:12]([CH3:15])=[CH:13][C:14]=4[C:6]=3[CH2:5]2)[CH2:2][CH2:3]1. (5) Given the reactants [F:1][CH2:2][CH2:3][N:4]1[CH:8]=[C:7]([C:9]2[CH:14]=[CH:13][N:12]=[CH:11][CH:10]=2)[C:6]([C:15]2[CH:20]=[CH:19][C:18]([OH:21])=[CH:17][CH:16]=2)=[N:5]1.C(=O)([O-])[O-].[Cs+].[Cs+].[Br:28][C:29]1[CH:30]=[CH:31][C:32]2[O:36][C:35]([CH2:37]Cl)=[N:34][C:33]=2[CH:39]=1, predict the reaction product. The product is: [Br:28][C:29]1[CH:30]=[CH:31][C:32]2[O:36][C:35]([CH2:37][O:21][C:18]3[CH:19]=[CH:20][C:15]([C:6]4[C:7]([C:9]5[CH:10]=[CH:11][N:12]=[CH:13][CH:14]=5)=[CH:8][N:4]([CH2:3][CH2:2][F:1])[N:5]=4)=[CH:16][CH:17]=3)=[N:34][C:33]=2[CH:39]=1. (6) The product is: [I:34][CH2:8][CH2:7][CH:1]1[CH2:6][CH2:5][CH2:4][CH2:3][CH2:2]1. Given the reactants [CH:1]1([CH2:7][CH2:8]O)[CH2:6][CH2:5][CH2:4][CH2:3][CH2:2]1.N1C=CN=C1.C1C=CC(P(C2C=CC=CC=2)C2C=CC=CC=2)=CC=1.[I:34]I, predict the reaction product. (7) Given the reactants [CH:1]1([C:7](Cl)=[O:8])[CH2:6][CH2:5][CH2:4][CH2:3][CH2:2]1.[NH2:10][CH:11]1[C:16](=[O:17])[N:15]2[CH:18]([CH2:26][C:27]3[CH:32]=[CH:31][C:30]([Cl:33])=[CH:29][CH:28]=3)[C:19](=[O:25])[N:20]([CH:22]([CH3:24])[CH3:23])[CH2:21][CH:14]2[N:13]([S:34]([C:37]2[CH:42]=[CH:41][C:40]([Cl:43])=[CH:39][C:38]=2[Cl:44])(=[O:36])=[O:35])[CH2:12]1, predict the reaction product. The product is: [Cl:33][C:30]1[CH:31]=[CH:32][C:27]([CH2:26][CH:18]2[N:15]3[C:16](=[O:17])[CH:11]([NH:10][C:7]([CH:1]4[CH2:6][CH2:5][CH2:4][CH2:3][CH2:2]4)=[O:8])[CH2:12][N:13]([S:34]([C:37]4[CH:42]=[CH:41][C:40]([Cl:43])=[CH:39][C:38]=4[Cl:44])(=[O:36])=[O:35])[CH:14]3[CH2:21][N:20]([CH:22]([CH3:24])[CH3:23])[C:19]2=[O:25])=[CH:28][CH:29]=1.